Task: Predict which catalyst facilitates the given reaction.. Dataset: Catalyst prediction with 721,799 reactions and 888 catalyst types from USPTO (1) Reactant: [H-].[Na+].[CH2:3]([OH:10])[C:4]1[CH:9]=[CH:8][CH:7]=[CH:6][CH:5]=1.F[C:12]1[CH:21]=[C:20]([F:22])[CH:19]=[C:18]2[C:13]=1[C:14](=[O:23])[NH:15][CH:16]=[N:17]2. Product: [CH2:3]([O:10][C:12]1[CH:21]=[C:20]([F:22])[CH:19]=[C:18]2[C:13]=1[C:14](=[O:23])[NH:15][CH:16]=[N:17]2)[C:4]1[CH:9]=[CH:8][CH:7]=[CH:6][CH:5]=1. The catalyst class is: 3. (2) Reactant: [H-].[Na+].[C:3]([C:5]1[CH:10]=[CH:9][CH:8]=[CH:7][N:6]=1)#[N:4].Cl.[NH2:12][C:13]([NH2:15])=[NH:14]. Product: [N:6]1[CH:7]=[CH:8][CH:9]=[CH:10][C:5]=1[C:3]1[N:4]=[C:3]([C:5]2[CH:10]=[CH:9][CH:8]=[CH:7][N:6]=2)[N:12]=[C:13]([NH2:15])[N:14]=1. The catalyst class is: 16. (3) Reactant: [Br:1][C:2]1[C:10]2[C:9]([O:11][C@H:12]([CH2:18][C:19]3[CH:24]=[CH:23][CH:22]=[CH:21][C:20]=3[O:25][CH2:26][CH2:27][N:28]3[CH2:33][CH2:32][N:31]([CH3:34])[CH2:30][CH2:29]3)[C:13]([O:15][CH2:16][CH3:17])=[O:14])=[N:8][CH:7]=[N:6][C:5]=2[S:4][C:3]=1I.[O:36]1[CH:40]=[CH:39][CH:38]=[C:37]1B1OC(C)(C)C(C)(C)O1.C(=O)([O-])[O-].[Cs+].[Cs+].O1CCOCC1. Product: [Br:1][C:2]1[C:10]2[C:9]([O:11][C@H:12]([CH2:18][C:19]3[CH:24]=[CH:23][CH:22]=[CH:21][C:20]=3[O:25][CH2:26][CH2:27][N:28]3[CH2:33][CH2:32][N:31]([CH3:34])[CH2:30][CH2:29]3)[C:13]([O:15][CH2:16][CH3:17])=[O:14])=[N:8][CH:7]=[N:6][C:5]=2[S:4][C:3]=1[C:37]1[O:36][CH:40]=[CH:39][CH:38]=1. The catalyst class is: 263. (4) The catalyst class is: 2. Reactant: [N:1]1([C:7](=[O:31])[CH:8]=[CH:9][C:10]2[CH:15]=[CH:14][C:13]([NH:16][CH2:17][C:18]3[CH:23]=[CH:22][C:21]([O:24][CH:25]4[CH2:30][CH2:29][CH2:28][CH2:27][O:26]4)=[CH:20][CH:19]=3)=[CH:12][CH:11]=2)[CH2:6][CH2:5][O:4][CH2:3][CH2:2]1.C(N(CC)CC)C.[CH3:39][O:40][C:41]1[CH:46]=[CH:45][C:44]([S:47](Cl)(=[O:49])=[O:48])=[CH:43][CH:42]=1.O. Product: [CH3:39][O:40][C:41]1[CH:42]=[CH:43][C:44]([S:47]([N:16]([C:13]2[CH:12]=[CH:11][C:10]([CH:9]=[CH:8][C:7]([N:1]3[CH2:6][CH2:5][O:4][CH2:3][CH2:2]3)=[O:31])=[CH:15][CH:14]=2)[CH2:17][C:18]2[CH:23]=[CH:22][C:21]([O:24][CH:25]3[CH2:30][CH2:29][CH2:28][CH2:27][O:26]3)=[CH:20][CH:19]=2)(=[O:49])=[O:48])=[CH:45][CH:46]=1.